This data is from Full USPTO retrosynthesis dataset with 1.9M reactions from patents (1976-2016). The task is: Predict the reactants needed to synthesize the given product. (1) Given the product [CH3:22][C:21]1[C:16]([N:13]2[CH2:14][CH2:15][N:10]([C:8]([C:5]3[CH:6]=[CH:7][C:2]([N:31]4[CH2:32][CH2:33][N:29]([CH3:28])[C:30]4=[O:34])=[CH:3][C:4]=3[S:24]([CH3:27])(=[O:26])=[O:25])=[O:9])[CH2:11][CH2:12]2)=[N:17][CH:18]=[C:19]([CH3:23])[CH:20]=1, predict the reactants needed to synthesize it. The reactants are: Br[C:2]1[CH:7]=[CH:6][C:5]([C:8]([N:10]2[CH2:15][CH2:14][N:13]([C:16]3[C:21]([CH3:22])=[CH:20][C:19]([CH3:23])=[CH:18][N:17]=3)[CH2:12][CH2:11]2)=[O:9])=[C:4]([S:24]([CH3:27])(=[O:26])=[O:25])[CH:3]=1.[CH3:28][N:29]1[CH2:33][CH2:32][NH:31][C:30]1=[O:34]. (2) Given the product [F:1][C@H:2]([C:4]1[S:8][C:7]2=[N:9][C:10]([C:12]3[O:13][C:14]4[CH:20]=[C:19]([O:21][CH3:22])[CH:18]=[C:17]([O:23][CH2:25][C:26]5[N:27]=[C:28]([C:32]6([OH:38])[CH2:37][CH2:36][O:35][CH2:34][CH2:33]6)[S:29][C:30]=5[CH3:31])[C:15]=4[CH:16]=3)=[CH:11][N:6]2[N:5]=1)[CH3:3], predict the reactants needed to synthesize it. The reactants are: [F:1][C@H:2]([C:4]1[S:8][C:7]2=[N:9][C:10]([C:12]3[O:13][C:14]4[C:15](=[C:17]([OH:23])[CH:18]=[C:19]([O:21][CH3:22])[CH:20]=4)[CH:16]=3)=[CH:11][N:6]2[N:5]=1)[CH3:3].O[CH2:25][C:26]1[N:27]=[C:28]([C:32]2([OH:38])[CH2:37][CH2:36][O:35][CH2:34][CH2:33]2)[S:29][C:30]=1[CH3:31].C(P(CCCC)CCCC)CCC.N(C(N1CCCCC1)=O)=NC(N1CCCCC1)=O. (3) Given the product [CH3:13][O:12][C:9]1[CH:10]=[C:11]2[C:6](=[CH:7][CH:8]=1)[C:5]([N:14]1[CH:18]=[C:17]([CH3:19])[N:16]=[CH:15]1)=[N:4][C:3]([C:20]#[N:21])=[C:2]2[N:22]1[CH2:26][CH2:25][CH2:24][CH2:23]1, predict the reactants needed to synthesize it. The reactants are: Cl[C:2]1[C:11]2[C:6](=[CH:7][CH:8]=[C:9]([O:12][CH3:13])[CH:10]=2)[C:5]([N:14]2[CH:18]=[C:17]([CH3:19])[N:16]=[CH:15]2)=[N:4][C:3]=1[C:20]#[N:21].[NH:22]1[CH2:26][CH2:25][CH2:24][CH2:23]1. (4) Given the product [NH2:8][C:9]1[N:13]([CH:14]2[CH2:19][CH2:18][CH2:17][N:16]([S:4]([CH:3]=[CH2:2])(=[O:6])=[O:5])[CH2:15]2)[N:12]=[C:11]([C:20]2[CH:21]=[CH:22][C:23]([O:26][C:27]3[CH:32]=[CH:31][CH:30]=[CH:29][CH:28]=3)=[CH:24][CH:25]=2)[C:10]=1[C:33]([NH2:35])=[O:34], predict the reactants needed to synthesize it. The reactants are: Cl[CH2:2][CH2:3][S:4](Cl)(=[O:6])=[O:5].[NH2:8][C:9]1[N:13]([CH:14]2[CH2:19][CH2:18][CH2:17][NH:16][CH2:15]2)[N:12]=[C:11]([C:20]2[CH:25]=[CH:24][C:23]([O:26][C:27]3[CH:32]=[CH:31][CH:30]=[CH:29][CH:28]=3)=[CH:22][CH:21]=2)[C:10]=1[C:33]([NH2:35])=[O:34]. (5) The reactants are: C[O:2][C:3]([C:5]1[CH:6]=[C:7]([C:15]2[CH:16]=[CH:17][C:18]([N:21]3[CH2:27][CH2:26][CH2:25][N:24]([C:28]4[CH:33]=[CH:32][C:31]([C:34]5[CH:39]=[C:38]([C:40](OC)=[O:41])[CH:37]=[C:36]([C:44](OC)=[O:45])[CH:35]=5)=[CH:30][N:29]=4)[CH2:23][CH2:22]3)=[N:19][CH:20]=2)[CH:8]=[C:9]([C:11](OC)=[O:12])[CH:10]=1)=O.[H-].C([Al+]CC(C)C)C(C)C.C1(C)C=CC=CC=1.CO.Cl.[OH-].[Na+]. Given the product [OH:41][CH2:40][C:38]1[CH:39]=[C:34]([C:31]2[CH:32]=[CH:33][C:28]([N:24]3[CH2:25][CH2:26][CH2:27][N:21]([C:18]4[CH:17]=[CH:16][C:15]([C:7]5[CH:6]=[C:5]([CH2:3][OH:2])[CH:10]=[C:9]([CH2:11][OH:12])[CH:8]=5)=[CH:20][N:19]=4)[CH2:22][CH2:23]3)=[N:29][CH:30]=2)[CH:35]=[C:36]([CH2:44][OH:45])[CH:37]=1, predict the reactants needed to synthesize it. (6) Given the product [O:20]=[C:4]1[C:3]([C:1]#[N:2])=[CH:12][C:11]2[CH2:10][NH:9][CH2:8][CH2:7][C:6]=2[NH:5]1, predict the reactants needed to synthesize it. The reactants are: [C:1]([C:3]1[C:4](=[O:20])[NH:5][C:6]2[CH2:7][CH2:8][N:9](C(OC(C)(C)C)=O)[CH2:10][C:11]=2[CH:12]=1)#[N:2].Cl.O1CCOCC1. (7) Given the product [C:8]([O:11][C:12]1[CH:22]=[CH:21][CH:20]=[CH:19][C:13]=1[CH:14]=[CH:15][C:16]([NH:36][C@H:37]([C:48]([O:50][CH3:51])=[O:49])[CH2:38][C:39]1[C:47]2[C:42](=[CH:43][CH:44]=[CH:45][CH:46]=2)[NH:41][CH:40]=1)=[O:18])(=[O:10])[CH3:9], predict the reactants needed to synthesize it. The reactants are: C(N(CC)CC)C.[C:8]([O:11][C:12]1[CH:22]=[CH:21][CH:20]=[CH:19][C:13]=1[CH:14]=[CH:15][C:16]([OH:18])=O)(=[O:10])[CH3:9].CCN=C=NCCCN(C)C.Cl.Cl.[NH2:36][C@H:37]([C:48]([O:50][CH3:51])=[O:49])[CH2:38][C:39]1[C:47]2[C:42](=[CH:43][CH:44]=[CH:45][CH:46]=2)[NH:41][CH:40]=1.